This data is from Full USPTO retrosynthesis dataset with 1.9M reactions from patents (1976-2016). The task is: Predict the reactants needed to synthesize the given product. (1) Given the product [F:5][C:6]1[C:13]([OH:14])=[C:12]([F:16])[CH:11]=[CH:10][C:7]=1[CH:8]=[O:9], predict the reactants needed to synthesize it. The reactants are: B(Br)(Br)Br.[F:5][C:6]1[C:13]([O:14]C)=[C:12]([F:16])[CH:11]=[CH:10][C:7]=1[CH:8]=[O:9]. (2) Given the product [N:22]1[CH:23]=[CH:24][CH:25]=[C:20]([N:18]2[CH:19]=[C:15]([C:28]3[N:33]=[C:32]([C:34]4[N:35]=[CH:36][CH:37]=[CH:38][N:39]=4)[CH:31]=[CH:30][CH:29]=3)[CH:16]=[N:17]2)[CH:21]=1, predict the reactants needed to synthesize it. The reactants are: C(=O)([O-])[O-].[Na+].[Na+].CC1(C)C(C)(C)OB([C:15]2[CH:16]=[N:17][N:18]([C:20]3[CH:21]=[N:22][CH:23]=[CH:24][CH:25]=3)[CH:19]=2)O1.Br[C:28]1[N:33]=[C:32]([C:34]2[N:39]=[CH:38][CH:37]=[CH:36][N:35]=2)[CH:31]=[CH:30][CH:29]=1.